Dataset: Forward reaction prediction with 1.9M reactions from USPTO patents (1976-2016). Task: Predict the product of the given reaction. (1) Given the reactants [CH3:1][O:2][C:3]1[CH:8]=[CH:7][C:6]([N:9]2[C:18](=[O:19])[C:17]3[C:12](=[CH:13][C:14]([CH3:20])=[CH:15][CH:16]=3)[N:11]=[C:10]2[CH:21]([NH:23][CH3:24])[CH3:22])=[CH:5][CH:4]=1.[C:25]([C:29]1[CH:34]=[CH:33][C:32]([S:35](Cl)(=[O:37])=[O:36])=[CH:31][CH:30]=1)([CH3:28])([CH3:27])[CH3:26], predict the reaction product. The product is: [C:25]([C:29]1[CH:34]=[CH:33][C:32]([S:35]([N:23]([CH:21]([C:10]2[N:9]([C:6]3[CH:5]=[CH:4][C:3]([O:2][CH3:1])=[CH:8][CH:7]=3)[C:18](=[O:19])[C:17]3[C:12](=[CH:13][C:14]([CH3:20])=[CH:15][CH:16]=3)[N:11]=2)[CH3:22])[CH3:24])(=[O:37])=[O:36])=[CH:31][CH:30]=1)([CH3:28])([CH3:26])[CH3:27]. (2) Given the reactants [NH2:1][C:2]1[C:11]2[N:12]=[C:13]([CH2:25][CH2:26][CH3:27])[N:14]([CH2:15][CH2:16][CH2:17][O:18][NH:19][C:20](=[O:24])[CH:21]([CH3:23])[CH3:22])[C:10]=2[C:9]2[CH:8]=[CH:7][C:6](Br)=[CH:5][C:4]=2[N:3]=1.[C:29]1(B(O)O)[CH:34]=[CH:33][CH:32]=[CH:31][CH:30]=1.C1(P(C2C=CC=CC=2)C2C=CC=CC=2)C=CC=CC=1.C(=O)([O-])[O-].[Na+].[Na+], predict the reaction product. The product is: [NH2:1][C:2]1[C:11]2[N:12]=[C:13]([CH2:25][CH2:26][CH3:27])[N:14]([CH2:15][CH2:16][CH2:17][O:18][NH:19][C:20](=[O:24])[CH:21]([CH3:23])[CH3:22])[C:10]=2[C:9]2[CH:8]=[CH:7][C:6]([C:29]3[CH:34]=[CH:33][CH:32]=[CH:31][CH:30]=3)=[CH:5][C:4]=2[N:3]=1. (3) Given the reactants [F:1][CH:2]([CH:8](OC(SC)=S)[CH:9]1[CH2:14][CH2:13][CH:12]([CH2:15][CH2:16][CH3:17])[CH2:11][CH2:10]1)[C:3]([O:5][CH2:6][CH3:7])=[O:4].C(OOC(C)(C)C)(C)(C)C.O1CCOCC1.O, predict the reaction product. The product is: [F:1][CH:2]([CH2:8][CH:9]1[CH2:14][CH2:13][CH:12]([CH2:15][CH2:16][CH3:17])[CH2:11][CH2:10]1)[C:3]([O:5][CH2:6][CH3:7])=[O:4].